The task is: Regression. Given a peptide amino acid sequence and an MHC pseudo amino acid sequence, predict their binding affinity value. This is MHC class II binding data.. This data is from Peptide-MHC class II binding affinity with 134,281 pairs from IEDB. The peptide sequence is HDWILADKRPTAWFL. The MHC is DRB5_0101 with pseudo-sequence DRB5_0101. The binding affinity (normalized) is 0.763.